From a dataset of Drug-target binding data from BindingDB using IC50 measurements. Regression. Given a target protein amino acid sequence and a drug SMILES string, predict the binding affinity score between them. We predict pIC50 (pIC50 = -log10(IC50 in M); higher means more potent). Dataset: bindingdb_ic50. (1) The compound is NC1=NC(=O)C(=Cc2ccc(OCC(=O)O)cc2)S1. The target protein (P35236) has sequence MVQAHGGRSRAQPLTLSLGAAMTQPPPEKTPAKKHVRLQERRGSNVALMLDVRSLGAVEPICSVNTPREVTLHFLRTAGHPLTRWALQRQPPSPKQLEEEFLKIPSNFVSPEDLDIPGHASKDRYKTILPNPQSRVCLGRAQSQEDGDYINANYIRGYDGKEKVYIATQGPMPNTVSDFWEMVWQEEVSLIVMLTQLREGKEKCVHYWPTEEETYGPFQIRIQDMKECPEYTVRQLTIQYQEERRSVKHILFSAWPDHQTPESAGPLLRLVAEVEESPETAAHPGPIVVHCSAGIGRTGCFIATRIGCQQLKARGEVDILGIVCQLRLDRGGMIQTAEQYQFLHHTLALYAGQLPEEPSP. The pIC50 is 4.0. (2) The compound is CS[C@]1(CO)C(=O)N2[C@H]3C(=CC=C[C@@H]3O)C[C@@]2(SC)C(=O)N1C. The target protein (Q96KQ7) has sequence MAAAAGAAAAAAAEGEAPAEMGALLLEKETRGATERVHGSLGDTPRSEETLPKATPDSLEPAGPSSPASVTVTVGDEGADTPVGATPLIGDESENLEGDGDLRGGRILLGHATKSFPSSPSKGGSCPSRAKMSMTGAGKSPPSVQSLAMRLLSMPGAQGAAAAGSEPPPATTSPEGQPKVHRARKTMSKPGNGQPPVPEKRPPEIQHFRMSDDVHSLGKVTSDLAKRRKLNSGGGLSEELGSARRSGEVTLTKGDPGSLEEWETVVGDDFSLYYDSYSVDERVDSDSKSEVEALTEQLSEEEEEEEEEEEEEEEEEEEEEEEEDEESGNQSDRSGSSGRRKAKKKWRKDSPWVKPSRKRRKREPPRAKEPRGVNGVGSSGPSEYMEVPLGSLELPSEGTLSPNHAGVSNDTSSLETERGFEELPLCSCRMEAPKIDRISERAGHKCMATESVDGELSGCNAAILKRETMRPSSRVALMVLCETHRARMVKHHCCPGCGYF.... The pIC50 is 4.0. (3) The pIC50 is 3.5. The small molecule is C#CCN(C)Cc1ccccc1. The target protein (P13601) has sequence MSSPAQPAVPAPLANLKIQHTKIFINNEWHNSLNGKKFPVINPATEEVICHVEEGDKADVDKAVKAARQAFQIGSPWRTMDASERGCLLNKLADLMERDRVLLATMESMNAGKIFTHAYLLDTEVSIKALKYFAGWADKIHGQTIPSDGDVFTYTRREPIGVCGQIIPWNGPLILFIWKIGAALSCGNTVIVKPAEQTPLTALYMASLIKEAGFPPGVVNVVPGYGSTAGAAISSHMDIDKVSFTGSTEVGKLIKEAAGKSNLKRVTLELGGKSPCIVFADADLDSAVEFAHQGVFFHQGQICVAASRLFVEESIYDEFVRRSVERAKKYVLGNPLDSGISQGPQIDKEQHAKILDLIESGKKEGAKLECGGGRWGNKGFFVQPTVFSNVTDEMRIAKEEIFGPVQQIMKFKSIDEVIKRANNTPYGLAAGVFTKDLDRAITVSSALQAGTVWVNCYLTLSVQCPFGGFKMSGNGREMGEQGVYEYTELKTVAMKISQKN.... (4) The small molecule is CC(=O)c1ccc(-c2ccc3c(c2)COC3=O)s1. The target protein (P14222) has sequence MAARLLLLGILLLLLPLPVPAPCHTAARSECKRSHKFVPGAWLAGEGVDVTSLRRSGSFPVDTQRFLRPDGTCTLCENALQEGTLQRLPLALTNWRAQGSGCQRHVTRAKVSSTEAVARDAARSIRNDWKVGLDVTPKPTSNVHVSVAGSHSQAANFAAQKTHQDQYSFSTDTVECRFYSFHVVHTPPLHPDFKRALGDLPHHFNASTQPAYLRLISNYGTHFIRAVELGGRISALTALRTCELALEGLTDNEVEDCLTVEAQVNIGIHGSISAEAKACEEKKKKHKMTASFHQTYRERHSEVVGGHHTSINDLLFGIQAGPEQYSAWVNSLPGSPGLVDYTLEPLHVLLDSQDPRREALRRALSQYLTDRARWRDCSRPCPPGRQKSPRDPCQCVCHGSAVTTQDCCPRQRGLAQLEVTFIQAWGLWGDWFTATDAYVKLFFGGQELRTSTVWDNNNPIWSVRLDFGDVLLATGGPLRLQVWDQDSGRDDDLLGTCDQA.... The pIC50 is 4.7. (5) The drug is O=C(CSc1nnc(NC(=O)c2c(F)cccc2F)s1)Nc1ccc(F)cc1. The target protein sequence is MYFSSLCKFLPISEKEKIYLNIVKKRFCKSNIYYNNNNNNIINYNKRGLKFYPFCNNLKKNINFVNINNKKGINFHSINKERKMASEVPQVVSLDPTSIPIEYNTPIHDIKVQVYDIKGGCNVEEGLTIFLVNNPGKENGPVKISSKVNDKNVSEFLKDENMEKFNVKLGTSKHFYMFNDNKNSVAVGYVGCGSVADLSEADMKRVVLSLVTMLHDNKLSKLTVVFEINVDKNLFRFFLETLFYEYMTDERFKSTDKNVNMEYIKHLGVYINNADTYKEEVEKARVYYFGTYYASQLIAAPSNYCNPVSLSNAAVELAQKLNLEYKILGVKELEELKMGAYLSVGKGSMYPNKFIHLTYKSKGDVKKKIALVGKGITFDSGGYNLKAAPGSMIDLMKFDMSGCAAVLGCAYCVGTLKPENVEIHFLSAVCENMVSKNSYRPGDIITASNGKTIEVGNTDAEGRLTLADALVYAEKLGVDYIVDIATLTGAMLYSLGTSYA.... The pIC50 is 4.5. (6) The compound is C[C@H](NC(=O)c1cccc(-c2ccc(S(=O)(=O)CC(=O)O)cc2)c1)c1ccccc1. The target protein (P04014) has sequence MADDSGTENEGSGCTGWFMVEAIVEHTTGTQISEDEEEEVEDSGYDMVDFIDDRHITQNSVEAQALFNRQEADAHYATVQDLKRKYLGSPYVSPISNVANAVESEISPRLDAIKLTTQPKKVKRRLFETRELTDSGYGYSEVEAATQVEKHGDPENGGDGQERDTGRDIEGEGVEHREAEAVDDSTREHADTSGILELLKCKDIRSTLHGKFKDCFGLSFVDLIRPFKSDRTTCADWVVAGFGIHHSIADAFQKLIEPLSLYAHIQWLTNAWGMVLLVLIRFKVNKSRCTVARTLGTLLNIPENHMLIEPPKIQSGVRALYWFRTGISNASTVIGEAPEWITRQTVIEHSLADSQFKLTEMVQWAYDNDICEESEIAFEYAQRGDFDSNARAFLNSNMQAKYVKDCAIMCRHYKHAEMKKMSIKQWIKYRGTKVDSVGNWKPIVQFLRHQNIEFIPFLSKLKLWLHGTPKKNCIAIVGPPDTGKSCFCMSLIKFLGGTVI.... The pIC50 is 5.8.